This data is from Forward reaction prediction with 1.9M reactions from USPTO patents (1976-2016). The task is: Predict the product of the given reaction. (1) Given the reactants C[C:2]1[C:11]2[NH:12][C:13](=O)[N:9]3[C:10]=2[C:5]([CH2:6][CH2:7][CH2:8]3)=[CH:4][CH:3]=1.[OH-].[Na+].O=P(Cl)(Cl)[Cl:19], predict the reaction product. The product is: [Cl:19][C:13]1[N:9]2[C:10]3[C:5]([CH2:6][CH2:7][CH2:8]2)=[CH:4][CH:3]=[CH:2][C:11]=3[N:12]=1. (2) The product is: [CH3:30][N:31]([CH3:32])[CH2:22][CH2:21][CH2:20][C:19]#[C:18][C:16]1[CH:15]=[CH:14][C:13]2[C:9]([C:6]3[CH:7]=[CH:8][C:3]([C:2]([F:29])([F:28])[F:1])=[CH:4][CH:5]=3)=[N:10][S:11][C:12]=2[CH:17]=1. Given the reactants [F:1][C:2]([F:29])([F:28])[C:3]1[CH:8]=[CH:7][C:6]([C:9]2[C:13]3[CH:14]=[CH:15][C:16]([C:18]#[C:19][CH2:20][CH2:21][CH2:22]OS(C)(=O)=O)=[CH:17][C:12]=3[S:11][N:10]=2)=[CH:5][CH:4]=1.[CH3:30][NH:31][CH3:32], predict the reaction product. (3) Given the reactants C1(C(=[N:14][CH:15]([C@H:21]([CH3:29])[CH2:22][CH2:23][CH2:24][CH:25]([CH3:28])[CH:26]=[CH2:27])[C:16]([O:18][CH2:19][CH3:20])=[O:17])C2C=CC=CC=2)C=CC=CC=1.Cl, predict the reaction product. The product is: [NH2:14][CH:15]([C@H:21]([CH3:29])[CH2:22][CH2:23][CH2:24][CH:25]([CH3:28])[CH:26]=[CH2:27])[C:16]([O:18][CH2:19][CH3:20])=[O:17]. (4) Given the reactants [F:1][C:2]1[CH:7]=[CH:6][C:5](/[CH:8]=[C:9]2/[C:10](=[O:16])[N:11]=[C:12](SC)[S:13]/2)=[C:4]([OH:17])[CH:3]=1.[CH3:18][CH:19]1[NH:23][NH:22][C:21](=[O:24])[CH2:20]1.C(OCC)(=O)/C=C/C.C(N(CC)CC)C, predict the reaction product. The product is: [F:1][C:2]1[CH:7]=[CH:6][C:5](/[CH:8]=[C:9]2/[C:10](=[O:16])[N:11]=[C:12]([N:23]3[CH:19]([CH3:18])[CH2:20][C:21](=[O:24])[NH:22]3)[S:13]/2)=[C:4]([OH:17])[CH:3]=1.